The task is: Predict the reactants needed to synthesize the given product.. This data is from Full USPTO retrosynthesis dataset with 1.9M reactions from patents (1976-2016). (1) Given the product [CH3:10][C:11]1[S:20][C:19]2[NH:18][C:17]3[CH:21]=[CH:22][CH:23]=[CH:24][C:16]=3[N:15]=[C:14]([N:38]3[CH2:37][CH2:36][NH:35][C@H:34]([CH2:33][C@@H:32]([C:26]4[CH:31]=[CH:30][CH:29]=[CH:28][CH:27]=4)[OH:40])[CH2:39]3)[C:13]=2[CH:12]=1.[CH3:10][C:11]1[S:20][C:19]2[NH:18][C:17]3[CH:21]=[CH:22][CH:23]=[CH:24][C:16]=3[N:15]=[C:14]([N:38]3[CH2:37][CH2:36][NH:35][C@@H:34]([CH2:33][C@@H:32]([C:26]4[CH:31]=[CH:30][CH:29]=[CH:28][CH:27]=4)[OH:40])[CH2:39]3)[C:13]=2[CH:12]=1, predict the reactants needed to synthesize it. The reactants are: FC(F)(F)S(OC)(=O)=O.[CH3:10][C:11]1[S:20][C:19]2[NH:18][C:17]3[CH:21]=[CH:22][CH:23]=[CH:24][C:16]=3[NH:15][C:14](=S)[C:13]=2[CH:12]=1.[C:26]1([C@@H:32]([OH:40])[CH2:33][CH:34]2[CH2:39][NH:38][CH2:37][CH2:36][NH:35]2)[CH:31]=[CH:30][CH:29]=[CH:28][CH:27]=1.N1C=CC=CC=1. (2) Given the product [CH3:6][NH:8][CH2:9][C:10]([NH:35][C@@H:32]1[C@@H:30]2[C@@H:29]([CH2:28][N:27]([C:24]3[CH:23]=[CH:22][C:21]([C:20]([F:19])([F:36])[F:37])=[CH:26][CH:25]=3)[CH2:31]2)[CH2:34][CH2:33]1)=[O:11], predict the reactants needed to synthesize it. The reactants are: C(O[C:6]([N:8](C)[C@@H:9](CC(C)(C)C)[C:10](O)=[O:11])=O)(C)(C)C.[F:19][C:20]([F:37])([F:36])[C:21]1[CH:26]=[CH:25][C:24]([N:27]2[CH2:31][C@@H:30]3[C@@H:32]([NH2:35])[CH2:33][CH2:34][C@@H:29]3[CH2:28]2)=[CH:23][CH:22]=1.FC(F)(F)C1N=C(N2C[C@@H]3[C@@H](N)CC[C@@H]3C2)C=CC=1. (3) Given the product [Si:1]([O:8][CH2:9][C:10]1[CH:15]=[C:14]([C:16]([O:18][CH3:19])=[O:17])[CH:13]=[C:12]([CH2:20][NH:29][CH2:28][C:25]2[N:24]([CH2:30][CH2:31][CH2:32][C:33]3[CH:38]=[CH:37][CH:36]=[CH:35][CH:34]=3)[C:23]([CH3:22])=[N:27][N:26]=2)[N:11]=1)([C:4]([CH3:5])([CH3:6])[CH3:7])([CH3:2])[CH3:3], predict the reactants needed to synthesize it. The reactants are: [Si:1]([O:8][CH2:9][C:10]1[CH:15]=[C:14]([C:16]([O:18][CH3:19])=[O:17])[CH:13]=[C:12]([CH:20]=O)[N:11]=1)([C:4]([CH3:7])([CH3:6])[CH3:5])([CH3:3])[CH3:2].[CH3:22][C:23]1[N:24]([CH2:30][CH2:31][CH2:32][C:33]2[CH:38]=[CH:37][CH:36]=[CH:35][CH:34]=2)[C:25]([CH2:28][NH2:29])=[N:26][N:27]=1. (4) Given the product [Br:1][C:2]1[CH:7]=[C:6]2[C:5]([C:8]([CH3:9])=[N:10][N:11]2[C:12]2[CH:17]=[CH:16][CH:15]=[CH:14][CH:13]=2)=[CH:4][CH:3]=1, predict the reactants needed to synthesize it. The reactants are: [Br:1][C:2]1[CH:7]=[CH:6][C:5](/[C:8](=[N:10]/[NH:11][C:12]2[CH:17]=[CH:16][CH:15]=[CH:14][CH:13]=2)/[CH3:9])=[C:4](F)[CH:3]=1.BrC1C=CC(/C(=N\NC2C=CC=CC=2)/C)=C(F)C=1.C(=O)([O-])[O-].[K+].[K+]. (5) Given the product [CH3:1][C:2]1[CH:7]=[CH:6][CH:5]=[C:4]([CH3:8])[C:3]=1[O:9][CH2:36][CH2:35][C:34]#[N:37], predict the reactants needed to synthesize it. The reactants are: [CH3:1][C:2]1[CH:7]=[CH:6][CH:5]=[C:4]([CH3:8])[C:3]=1[OH:9].CC([O-])(C)C.[K+].C1COCC1.ClC1C=CC=CC=1OCCC(O)=O.[C:34](#[N:37])[CH:35]=[CH2:36].